From a dataset of Forward reaction prediction with 1.9M reactions from USPTO patents (1976-2016). Predict the product of the given reaction. (1) Given the reactants Cl.[C:2]([CH:10]1[CH2:15][CH2:14][NH:13][CH2:12][CH2:11]1)(=[O:9])[C:3]1[CH:8]=[CH:7][CH:6]=[CH:5][CH:4]=1.Cl[C:17]1[N:22]([CH3:23])[C:21](=[O:24])[CH:20]=[C:19]([C:25]2[CH:30]=[CH:29][N:28]=[CH:27][CH:26]=2)[N:18]=1.C(N(CC)CC)C.O, predict the reaction product. The product is: [C:2]([CH:10]1[CH2:15][CH2:14][N:13]([C:17]2[N:22]([CH3:23])[C:21](=[O:24])[CH:20]=[C:19]([C:25]3[CH:26]=[CH:27][N:28]=[CH:29][CH:30]=3)[N:18]=2)[CH2:12][CH2:11]1)(=[O:9])[C:3]1[CH:8]=[CH:7][CH:6]=[CH:5][CH:4]=1. (2) Given the reactants [N+:1]([O-:4])([OH:3])=[O:2].[NH2:5][C:6](=[NH:13])[NH:7][CH2:8][CH2:9][CH2:10][CH2:11][NH2:12].[N+:14]([O-:17])([OH:16])=[O:15].[NH2:18][C:19](=[NH:26])[NH:20][CH2:21][CH2:22][CH2:23][CH2:24][NH2:25], predict the reaction product. The product is: [N+:1]([O-:4])([OH:3])=[O:2].[N+:14]([O-:17])([OH:16])=[O:15].[NH2:13][C:6](=[NH:5])[NH:7][CH2:8][CH2:9][CH2:10][CH2:11][NH2:12].[N+:1]([O-:4])([OH:3])=[O:2].[N+:1]([O-:4])([OH:3])=[O:2].[N+:1]([O-:4])([OH:3])=[O:2].[NH2:26][C:19](=[NH:18])[NH:20][CH2:21][CH2:22][CH2:23][CH2:24][NH2:25]. (3) Given the reactants [F:1][C:2]1[CH:7]=[CH:6][C:5]([NH:8][C:9]([C:11]2[NH:12][C:13]3[C:18]([CH:19]=2)=[CH:17][C:16]([CH:20]2[CH2:25][CH2:24][NH:23][CH2:22][CH2:21]2)=[CH:15][CH:14]=3)=[O:10])=[CH:4][CH:3]=1.[C:26](Cl)(=[O:33])[C:27]1[CH:32]=[CH:31][CH:30]=[CH:29][CH:28]=1.C(N(CC)C(C)C)(C)C, predict the reaction product. The product is: [F:1][C:2]1[CH:3]=[CH:4][C:5]([NH:8][C:9]([C:11]2[NH:12][C:13]3[C:18]([CH:19]=2)=[CH:17][C:16]([CH:20]2[CH2:25][CH2:24][N:23]([C:26](=[O:33])[C:27]4[CH:32]=[CH:31][CH:30]=[CH:29][CH:28]=4)[CH2:22][CH2:21]2)=[CH:15][CH:14]=3)=[O:10])=[CH:6][CH:7]=1.